Dataset: Peptide-MHC class II binding affinity with 134,281 pairs from IEDB. Task: Regression. Given a peptide amino acid sequence and an MHC pseudo amino acid sequence, predict their binding affinity value. This is MHC class II binding data. (1) The peptide sequence is KRVPMALQHFGWEVM. The MHC is HLA-DQA10103-DQB10603 with pseudo-sequence HLA-DQA10103-DQB10603. The binding affinity (normalized) is 0.298. (2) The peptide sequence is YNTDGSTDYGILQINSR. The MHC is DRB5_0101 with pseudo-sequence DRB5_0101. The binding affinity (normalized) is 0.257. (3) The peptide sequence is FLWLLWPVTLACFVL. The MHC is DRB1_0101 with pseudo-sequence DRB1_0101. The binding affinity (normalized) is 0.805. (4) The peptide sequence is GLGWYKIEIDQDHQE. The MHC is DRB1_1001 with pseudo-sequence DRB1_1001. The binding affinity (normalized) is 0.472. (5) The peptide sequence is GRTTWSIHGKGEWMT. The MHC is DRB4_0103 with pseudo-sequence DRB4_0103. The binding affinity (normalized) is 0.486. (6) The peptide sequence is QIRMAKLLGRDPEQS. The MHC is DRB3_0202 with pseudo-sequence DRB3_0202. The binding affinity (normalized) is 0.0274.